Dataset: Full USPTO retrosynthesis dataset with 1.9M reactions from patents (1976-2016). Task: Predict the reactants needed to synthesize the given product. (1) Given the product [CH3:9][C:3]1[CH:4]=[CH:5][C:6]([CH3:8])=[CH:7][C:2]=1[C:33]1[CH:34]=[CH:35][C:30]([O:29][CH2:23][CH2:24][CH2:25][CH2:26][CH2:27][CH3:28])=[CH:31][CH:32]=1, predict the reactants needed to synthesize it. The reactants are: Br[C:2]1[CH:7]=[C:6]([CH3:8])[CH:5]=[CH:4][C:3]=1[CH3:9].C([O-])([O-])=O.[K+].[K+].C1(C)C=CC=CC=1.[CH2:23]([O:29][C:30]1[CH:35]=[CH:34][C:33](B(O)O)=[CH:32][CH:31]=1)[CH2:24][CH2:25][CH2:26][CH2:27][CH3:28]. (2) Given the product [C:26]([O:30][C:31]([N:33]1[CH2:38][CH2:37][N:36]([S:14]([C:13]2[C:7]3[O:6][C:5]([C:1]([CH3:4])([CH3:3])[CH3:2])=[N:9][C:8]=3[CH:10]=[CH:11][C:12]=2[Cl:18])(=[O:16])=[O:15])[CH2:35][CH2:34]1)=[O:32])([CH3:29])([CH3:27])[CH3:28], predict the reactants needed to synthesize it. The reactants are: [C:1]([C:5]1[O:6][C:7]2[C:13]([S:14](Cl)(=[O:16])=[O:15])=[C:12]([Cl:18])[CH:11]=[CH:10][C:8]=2[N:9]=1)([CH3:4])([CH3:3])[CH3:2].C(N(CC)CC)C.[C:26]([O:30][C:31]([N:33]1[CH2:38][CH2:37][NH:36][CH2:35][CH2:34]1)=[O:32])([CH3:29])([CH3:28])[CH3:27]. (3) Given the product [CH2:2]([O:25][C:24]([NH:1][CH2:2][C:3]1[CH:4]=[C:5]([C:9]2([C:22]#[N:23])[CH2:10][CH2:11][N:12]([C:15]([O:17][C:18]([CH3:19])([CH3:20])[CH3:21])=[O:16])[CH2:13][CH2:14]2)[CH:6]=[CH:7][CH:8]=1)=[O:27])[C:3]1[CH:4]=[CH:5][CH:6]=[CH:7][CH:8]=1, predict the reactants needed to synthesize it. The reactants are: [NH2:1][CH2:2][C:3]1[CH:4]=[C:5]([C:9]2([C:22]#[N:23])[CH2:14][CH2:13][N:12]([C:15]([O:17][C:18]([CH3:21])([CH3:20])[CH3:19])=[O:16])[CH2:11][CH2:10]2)[CH:6]=[CH:7][CH:8]=1.[C:24](=[O:27])([O-])[O-:25].[Na+].[Na+]. (4) Given the product [CH3:1][O:2][C:3](=[O:17])[C:4]1[CH:9]=[CH:8][C:7]([NH:10][CH2:11][CH2:12][F:13])=[C:6]([NH2:14])[CH:5]=1, predict the reactants needed to synthesize it. The reactants are: [CH3:1][O:2][C:3](=[O:17])[C:4]1[CH:9]=[CH:8][C:7]([NH:10][CH2:11][CH2:12][F:13])=[C:6]([N+:14]([O-])=O)[CH:5]=1. (5) Given the product [Cl:18][C:17]1[C:12]([O:11][C:10]2[CH:33]=[CH:34][C:7]([NH:6][C:1](=[O:4])[CH:2]=[CH2:3])=[CH:8][CH:9]=2)=[N:13][C:14]([NH:19][C:20]2[CH:21]=[CH:22][C:23]([N:26]3[CH2:31][CH2:30][N:29]([CH3:32])[CH2:28][CH2:27]3)=[CH:24][CH:25]=2)=[N:15][CH:16]=1, predict the reactants needed to synthesize it. The reactants are: [C:1](Cl)(=[O:4])[CH:2]=[CH2:3].[NH2:6][C:7]1[CH:34]=[CH:33][C:10]([O:11][C:12]2[C:17]([Cl:18])=[CH:16][N:15]=[C:14]([NH:19][C:20]3[CH:25]=[CH:24][C:23]([N:26]4[CH2:31][CH2:30][N:29]([CH3:32])[CH2:28][CH2:27]4)=[CH:22][CH:21]=3)[N:13]=2)=[CH:9][CH:8]=1.C(N(C(C)C)CC)(C)C. (6) Given the product [CH2:10]([O:17][CH2:18][C@@H:19]1[O:27][CH2:26][C@:22]2([C:39]3[CH:38]=[CH:37][C:36]([F:35])=[CH:41][C:40]=3[F:42])[NH:23][O:24][CH2:25][C@@H:21]2[CH2:20]1)[C:11]1[CH:16]=[CH:15][CH:14]=[CH:13][CH:12]=1, predict the reactants needed to synthesize it. The reactants are: B(F)(F)F.CCOCC.[CH2:10]([O:17][CH2:18][C@@H:19]1[O:27][CH2:26][C:22]2=[N:23][O:24][CH2:25][C@@H:21]2[CH2:20]1)[C:11]1[CH:16]=[CH:15][CH:14]=[CH:13][CH:12]=1.C(OC(C)C)(C)C.[F:35][C:36]1[CH:41]=[C:40]([F:42])[CH:39]=[CH:38][C:37]=1I.C([Li])CCC. (7) The reactants are: Br[C:2]1[CH:3]=[CH:4][C:5]([NH:8][C:9]([NH:11][C:12]2[CH:17]=[CH:16][CH:15]=[C:14]([C:18]([F:21])([F:20])[F:19])[CH:13]=2)=[O:10])=[N:6][CH:7]=1.B1(B2OC(C)(C)C(C)(C)O2)OC(C)(C)C(C)(C)O1.C1(P(C2CCCCC2)C2CCCCC2)CCCCC1.C([O-])(=O)C.[K+].I[C:65]1[N:69]2[CH:70]=[CH:71][C:72]([C:74]3[CH:79]=[CH:78][N:77]=[CH:76][CH:75]=3)=[CH:73][C:68]2=[N:67][CH:66]=1.C(=O)([O-])[O-].[Na+].[Na+]. Given the product [N:77]1[CH:76]=[CH:75][C:74]([C:72]2[CH:71]=[CH:70][N:69]3[C:65]([C:2]4[CH:3]=[CH:4][C:5]([NH:8][C:9]([NH:11][C:12]5[CH:17]=[CH:16][CH:15]=[C:14]([C:18]([F:21])([F:20])[F:19])[CH:13]=5)=[O:10])=[N:6][CH:7]=4)=[CH:66][N:67]=[C:68]3[CH:73]=2)=[CH:79][CH:78]=1, predict the reactants needed to synthesize it. (8) Given the product [C:6]1([C:9]2[CH:14]=[CH:13][CH:12]=[CH:11][CH:10]=2)[CH:7]=[CH:8][C:3]([CH2:2][NH:16][CH2:17][C:18]([N:20]2[CH2:25][CH2:24][CH:23]([O:26][C:27]3[CH:32]=[CH:31][CH:30]=[CH:29][C:28]=3[Cl:33])[CH2:22][CH2:21]2)=[O:19])=[CH:4][CH:5]=1, predict the reactants needed to synthesize it. The reactants are: Br[CH2:2][C:3]1[CH:8]=[CH:7][C:6]([C:9]2[CH:14]=[CH:13][CH:12]=[CH:11][CH:10]=2)=[CH:5][CH:4]=1.Cl.[NH2:16][CH2:17][C:18]([N:20]1[CH2:25][CH2:24][CH:23]([O:26][C:27]2[CH:32]=[CH:31][CH:30]=[CH:29][C:28]=2[Cl:33])[CH2:22][CH2:21]1)=[O:19].O[Li].O.